The task is: Predict the reaction yield, written as a fraction of the theoretical maximum amount of product (1.0 means a 100% yield; for example, 0.34 means a 34% yield).. This data is from Reaction yield outcomes from USPTO patents with 853,638 reactions. The reactants are [C:1]([C:3]1[CH:10]=[CH:9][C:6]([C:7]#[N:8])=[CH:5][CH:4]=1)#[CH:2].I[C:12]1[CH:19]=[CH:18][C:15]([CH:16]=[O:17])=[CH:14][CH:13]=1.C(N(CC)CC)C. The catalyst is C1COCC1.Cl[Pd](Cl)([P](C1C=CC=CC=1)(C1C=CC=CC=1)C1C=CC=CC=1)[P](C1C=CC=CC=1)(C1C=CC=CC=1)C1C=CC=CC=1.[Cu]I. The product is [CH:16]([C:15]1[CH:18]=[CH:19][C:12]([C:2]#[C:1][C:3]2[CH:10]=[CH:9][C:6]([C:7]#[N:8])=[CH:5][CH:4]=2)=[CH:13][CH:14]=1)=[O:17]. The yield is 0.900.